Dataset: Retrosynthesis with 50K atom-mapped reactions and 10 reaction types from USPTO. Task: Predict the reactants needed to synthesize the given product. Given the product CCC[C@H]1CC[C@H](C=Cc2ccc(C#N)cc2)CC1, predict the reactants needed to synthesize it. The reactants are: CCC[C@H]1CC[C@H](C[P+](c2ccccc2)(c2ccccc2)c2ccccc2)CC1.N#Cc1ccc(C=O)cc1.